Dataset: Forward reaction prediction with 1.9M reactions from USPTO patents (1976-2016). Task: Predict the product of the given reaction. (1) Given the reactants [C:1]([O:20][CH2:21][C@H:22]([CH2:43][O:44][P:45]([O:48][CH2:49][CH2:50][N+:51]([CH3:54])([CH3:53])[CH3:52])([OH:47])=[O:46])[O:23][C:24](=[O:42])[CH2:25][CH2:26][CH2:27][CH2:28][CH2:29][CH2:30][CH2:31]/[CH:32]=[CH:33]\[CH2:34][CH2:35]CCCCCC)(=[O:19])[CH2:2][CH2:3][CH2:4][CH2:5][CH2:6][CH2:7][CH2:8]/[CH:9]=[CH:10]\[CH2:11][CH2:12]CCCCCC.C(OC[C@H](COP(OCCN)(O)=O)OC(=O)CCCCCCC/C=C\CCCCCCCC)(=O)CCCCCCC/C=C\CCCCCCCC.CC(CCC[C@H]([C@@H]1[C@]2(C)[C@H]([C@H]3[C@H](CC2)[C@]2(C)C(C[C@H](CC2)O)=CC3)CC1)C)C, predict the reaction product. The product is: [CH3:12][CH2:11][CH2:10][CH2:9][CH2:8][CH2:7][CH2:6][CH2:5][CH2:4][CH2:3][CH2:2][C:1]([O:20][CH2:21][C@@H:22]([O:23][C:24]([CH2:25][CH2:26][CH2:27][CH2:28][CH2:29][CH2:30][CH2:31][CH2:32][CH2:33][CH2:34][CH3:35])=[O:42])[CH2:43][O:44][P:45]([O:48][CH2:49][CH2:50][N+:51]([CH3:52])([CH3:54])[CH3:53])([O-:47])=[O:46])=[O:19]. (2) Given the reactants [O:1]=[C:2]([C@H:19]([CH3:35])[C@@H:20]([O:26][C:27]([O:29][CH2:30][C:31]([Cl:34])([Cl:33])[Cl:32])=[O:28])[C@@H:21]([CH3:25])[CH2:22][CH:23]=[CH2:24])[C:3]([CH3:18])([CH3:17])[C@@H:4]([O:9][Si:10]([CH2:15][CH3:16])([CH2:13][CH3:14])[CH2:11][CH3:12])[CH2:5][C:6]([OH:8])=[O:7].O[C@H:37](/[C:45](/[CH3:53])=[CH:46]/[C:47]1[N:48]=[C:49]([CH3:52])[S:50][CH:51]=1)[C@@H:38]([CH3:44])/[CH:39]=[C:40](/[CH3:43])\[CH:41]=[CH2:42].Cl.CN(C)CCCN=C=NCC, predict the reaction product. The product is: [O:1]=[C:2]([C@H:19]([CH3:35])[C@@H:20]([O:26][C:27]([O:29][CH2:30][C:31]([Cl:34])([Cl:32])[Cl:33])=[O:28])[C@@H:21]([CH3:25])[CH2:22][CH:23]=[CH2:24])[C:3]([CH3:17])([CH3:18])[C@@H:4]([O:9][Si:10]([CH2:13][CH3:14])([CH2:15][CH3:16])[CH2:11][CH3:12])[CH2:5][C:6]([O:8][C@H:37](/[C:45](/[CH3:53])=[CH:46]/[C:47]1[N:48]=[C:49]([CH3:52])[S:50][CH:51]=1)[C@@H:38]([CH3:44])/[CH:39]=[C:40](/[CH3:43])\[CH:41]=[CH2:42])=[O:7].